Predict the product of the given reaction. From a dataset of Forward reaction prediction with 1.9M reactions from USPTO patents (1976-2016). (1) Given the reactants [ClH:1].Cl.[NH2:3][C@@H:4]1[CH2:6][C@H:5]1[C:7]1[CH:8]=[C:9]([CH:19]=[CH:20][CH:21]=1)[C:10]([NH:12][C:13]1[S:17][C:16]([CH3:18])=[N:15][CH:14]=1)=[O:11].[O:22]1[CH2:27][CH2:26][C:25](=O)[CH2:24][CH2:23]1.C(=O)([O-])O.[Na+], predict the reaction product. The product is: [ClH:1].[ClH:1].[CH3:18][C:16]1[S:17][C:13]([NH:12][C:10](=[O:11])[C:9]2[CH:19]=[CH:20][CH:21]=[C:7]([C@@H:5]3[CH2:6][C@H:4]3[NH:3][CH:25]3[CH2:26][CH2:27][O:22][CH2:23][CH2:24]3)[CH:8]=2)=[CH:14][N:15]=1. (2) Given the reactants [CH2:1]([O:5][C:6]1[N:14]=[C:13]2[C:9]([N:10]=[C:11]([O:37]C)[N:12]2[CH2:15][C:16]2[CH:17]=[N:18][C:19]([O:22][CH2:23][CH2:24][CH2:25][CH2:26][N:27]3[CH2:32][CH2:31][CH:30]([C:33]([O:35][CH3:36])=[O:34])[CH2:29][CH2:28]3)=[CH:20][CH:21]=2)=[C:8]([NH2:39])[N:7]=1)[CH2:2][CH2:3][CH3:4].O.N, predict the reaction product. The product is: [CH2:1]([O:5][C:6]1[N:14]=[C:13]2[C:9]([NH:10][C:11](=[O:37])[N:12]2[CH2:15][C:16]2[CH:17]=[N:18][C:19]([O:22][CH2:23][CH2:24][CH2:25][CH2:26][N:27]3[CH2:28][CH2:29][CH:30]([C:33]([O:35][CH3:36])=[O:34])[CH2:31][CH2:32]3)=[CH:20][CH:21]=2)=[C:8]([NH2:39])[N:7]=1)[CH2:2][CH2:3][CH3:4]. (3) Given the reactants C(N(CC)CC)C.[C:8]1([CH:14]([C:22]2[CH:27]=[CH:26][CH:25]=[CH:24][CH:23]=2)[N:15]2[CH2:18][C@@H:17]([OH:19])[C@@H:16]2[CH2:20][CH3:21])[CH:13]=[CH:12][CH:11]=[CH:10][CH:9]=1.[CH3:28][S:29](Cl)(=[O:31])=[O:30], predict the reaction product. The product is: [CH3:28][S:29]([O:19][C@@H:17]1[CH2:18][N:15]([CH:14]([C:8]2[CH:9]=[CH:10][CH:11]=[CH:12][CH:13]=2)[C:22]2[CH:23]=[CH:24][CH:25]=[CH:26][CH:27]=2)[C@H:16]1[CH2:20][CH3:21])(=[O:31])=[O:30]. (4) Given the reactants Cl.[CH2:2]([NH:4][C:5]([NH:7][C:8]1[CH:13]=[CH:12][C:11]([C:14]2[N:15]=[C:16]([N:24]3[CH2:29][CH2:28][O:27][CH2:26][CH2:25]3)[C:17]3[CH2:23][CH2:22][NH:21][CH2:20][C:18]=3[N:19]=2)=[CH:10][CH:9]=1)=[O:6])[CH3:3].[Cl:30][C:31]1[CH:39]=[CH:38][C:34]([C:35](Cl)=[O:36])=[CH:33][CH:32]=1, predict the reaction product. The product is: [Cl:30][C:31]1[CH:39]=[CH:38][C:34]([C:35]([N:21]2[CH2:22][CH2:23][C:17]3[C:16]([N:24]4[CH2:25][CH2:26][O:27][CH2:28][CH2:29]4)=[N:15][C:14]([C:11]4[CH:10]=[CH:9][C:8]([NH:7][C:5]([NH:4][CH2:2][CH3:3])=[O:6])=[CH:13][CH:12]=4)=[N:19][C:18]=3[CH2:20]2)=[O:36])=[CH:33][CH:32]=1. (5) Given the reactants [CH3:1][C:2]1[N:6]=[C:5]([C:7]2[CH:8]=[CH:9][C:10]([N:15]3[CH2:20][CH2:19][NH:18][CH2:17][CH2:16]3)=[C:11]([CH:14]=2)[C:12]#[N:13])[O:4][N:3]=1.Br[CH:22]([C:30]1[CH:35]=[CH:34][C:33]([F:36])=[CH:32][CH:31]=1)[C:23]([N:25]([CH2:28][CH3:29])[CH2:26][CH3:27])=[O:24], predict the reaction product. The product is: [C:12]([C:11]1[CH:14]=[C:7]([C:5]2[O:4][N:3]=[C:2]([CH3:1])[N:6]=2)[CH:8]=[CH:9][C:10]=1[N:15]1[CH2:20][CH2:19][N:18]([CH:22]([C:30]2[CH:31]=[CH:32][C:33]([F:36])=[CH:34][CH:35]=2)[C:23]([N:25]([CH2:28][CH3:29])[CH2:26][CH3:27])=[O:24])[CH2:17][CH2:16]1)#[N:13]. (6) Given the reactants [CH3:1][C:2]([S@@:5]([NH2:7])=[O:6])([CH3:4])[CH3:3].[CH:8]([CH:10]1[CH2:15][CH2:14][N:13]([C:16]([O:18][C:19]([CH3:22])([CH3:21])[CH3:20])=[O:17])[CH2:12][CH2:11]1)=O, predict the reaction product. The product is: [C:2]([S@@:5](/[N:7]=[CH:8]/[CH:10]1[CH2:15][CH2:14][N:13]([C:16]([O:18][C:19]([CH3:20])([CH3:22])[CH3:21])=[O:17])[CH2:12][CH2:11]1)=[O:6])([CH3:4])([CH3:3])[CH3:1]. (7) Given the reactants ClC1C=CC=C(C(OO)=[O:9])C=1.[CH2:12]([O:19][C:20]([NH:22][C@H:23]1[C@@H:28]([C:29]([O:31][CH3:32])=[O:30])[CH2:27][CH:26]=[CH:25][CH2:24]1)=[O:21])[C:13]1[CH:18]=[CH:17][CH:16]=[CH:15][CH:14]=1, predict the reaction product. The product is: [CH2:12]([O:19][C:20]([NH:22][C@@H:23]1[CH2:24][C@H:25]2[C@H:26]([O:9]2)[CH2:27][C@@H:28]1[C:29]([O:31][CH3:32])=[O:30])=[O:21])[C:13]1[CH:14]=[CH:15][CH:16]=[CH:17][CH:18]=1. (8) Given the reactants [Cl:1][C:2]1[CH:3]=[C:4]2[C:8](=[CH:9][CH:10]=1)[N:7]([NH2:11])[CH:6]=[CH:5]2.[CH2:12]([N:19]=[C:20]=[O:21])[C:13]1[CH:18]=[CH:17][CH:16]=[CH:15][CH:14]=1, predict the reaction product. The product is: [Cl:1][C:2]1[CH:3]=[C:4]2[C:8](=[CH:9][CH:10]=1)[N:7]([NH:11][C:20]([NH:19][CH2:12][C:13]1[CH:18]=[CH:17][CH:16]=[CH:15][CH:14]=1)=[O:21])[CH:6]=[CH:5]2.